Dataset: Full USPTO retrosynthesis dataset with 1.9M reactions from patents (1976-2016). Task: Predict the reactants needed to synthesize the given product. The reactants are: [CH2:1]([O:3][C:4](=[O:47])[CH2:5][CH2:6][CH2:7][CH2:8][CH2:9][NH:10][C:11]([NH:13][C:14]1[CH:19]=[CH:18][C:17]([C:20]2[CH:25]=[CH:24][CH:23]=[C:22]([S:26]([C:29]3[CH:33]=[C:32]([C:34]([NH:36]C(OC(C)(C)C)=O)=[NH:35])[S:31][C:30]=3[S:44][CH3:45])(=[O:28])=[O:27])[CH:21]=2)=[C:16]([CH3:46])[CH:15]=1)=[O:12])[CH3:2].[C:48]([OH:54])([C:50]([F:53])([F:52])[F:51])=[O:49].C(Cl)Cl. Given the product [F:51][C:50]([F:53])([F:52])[C:48]([OH:54])=[O:49].[CH2:1]([O:3][C:4](=[O:47])[CH2:5][CH2:6][CH2:7][CH2:8][CH2:9][NH:10][C:11]([NH:13][C:14]1[CH:19]=[CH:18][C:17]([C:20]2[CH:25]=[CH:24][CH:23]=[C:22]([S:26]([C:29]3[CH:33]=[C:32]([C:34](=[NH:35])[NH2:36])[S:31][C:30]=3[S:44][CH3:45])(=[O:27])=[O:28])[CH:21]=2)=[C:16]([CH3:46])[CH:15]=1)=[O:12])[CH3:2], predict the reactants needed to synthesize it.